This data is from Forward reaction prediction with 1.9M reactions from USPTO patents (1976-2016). The task is: Predict the product of the given reaction. Given the reactants [CH3:1][O:2][C:3]1[CH:8]=[CH:7][C:6]([O:9][CH3:10])=[CH:5][CH:4]=1.[Al+3].[Cl-].[Cl-].[Cl-].[CH3:15][O:16][C:17]1[CH:18]=[C:19]([CH2:23][C:24](Cl)=[O:25])[CH:20]=[CH:21][CH:22]=1, predict the reaction product. The product is: [CH3:1][O:2][C:3]1[CH:8]=[CH:7][C:6]([O:9][CH3:10])=[CH:5][C:4]=1[C:24](=[O:25])[CH2:23][C:19]1[CH:20]=[CH:21][CH:22]=[C:17]([O:16][CH3:15])[CH:18]=1.